This data is from NCI-60 drug combinations with 297,098 pairs across 59 cell lines. The task is: Regression. Given two drug SMILES strings and cell line genomic features, predict the synergy score measuring deviation from expected non-interaction effect. (1) Drug 1: CC(C1=C(C=CC(=C1Cl)F)Cl)OC2=C(N=CC(=C2)C3=CN(N=C3)C4CCNCC4)N. Drug 2: CC1CCC2CC(C(=CC=CC=CC(CC(C(=O)C(C(C(=CC(C(=O)CC(OC(=O)C3CCCCN3C(=O)C(=O)C1(O2)O)C(C)CC4CCC(C(C4)OC)OCCO)C)C)O)OC)C)C)C)OC. Cell line: SNB-19. Synergy scores: CSS=14.6, Synergy_ZIP=-2.96, Synergy_Bliss=-5.21, Synergy_Loewe=-14.4, Synergy_HSA=-3.34. (2) Drug 1: CN(CC1=CN=C2C(=N1)C(=NC(=N2)N)N)C3=CC=C(C=C3)C(=O)NC(CCC(=O)O)C(=O)O. Synergy scores: CSS=42.4, Synergy_ZIP=-7.92, Synergy_Bliss=-11.9, Synergy_Loewe=-14.6, Synergy_HSA=-7.39. Drug 2: CC1C(C(CC(O1)OC2CC(CC3=C2C(=C4C(=C3O)C(=O)C5=CC=CC=C5C4=O)O)(C(=O)C)O)N)O. Cell line: SF-268. (3) Drug 1: CN(C)C1=NC(=NC(=N1)N(C)C)N(C)C. Drug 2: CC(C1=C(C=CC(=C1Cl)F)Cl)OC2=C(N=CC(=C2)C3=CN(N=C3)C4CCNCC4)N. Cell line: COLO 205. Synergy scores: CSS=-5.93, Synergy_ZIP=0.0381, Synergy_Bliss=-0.0000478, Synergy_Loewe=-24.8, Synergy_HSA=-6.89. (4) Drug 1: CC(C)(C#N)C1=CC(=CC(=C1)CN2C=NC=N2)C(C)(C)C#N. Drug 2: CC=C1C(=O)NC(C(=O)OC2CC(=O)NC(C(=O)NC(CSSCCC=C2)C(=O)N1)C(C)C)C(C)C. Cell line: RPMI-8226. Synergy scores: CSS=38.5, Synergy_ZIP=8.22, Synergy_Bliss=1.16, Synergy_Loewe=-45.5, Synergy_HSA=-0.0756.